From a dataset of Reaction yield outcomes from USPTO patents with 853,638 reactions. Predict the reaction yield, written as a fraction of the theoretical maximum amount of product (1.0 means a 100% yield; for example, 0.34 means a 34% yield). The product is [CH3:1][C@H:2]1[O:7][C@@H:6]([CH3:8])[CH2:5][N:4]([CH2:9][C@:10]([OH:30])([CH3:29])[CH2:11][O:12][C:13]2[CH:14]=[CH:15][C:16]3[C:17]4[N:18]([CH2:26][CH2:27][N:28]=4)[C:19]([NH:25][C:31]([C:32]4[CH:33]=[N:34][CH:35]=[CH:36][CH:37]=4)=[O:38])=[N:20][C:21]=3[C:22]=2[O:23][CH3:24])[CH2:3]1. The yield is 0.450. The reactants are [CH3:1][C@H:2]1[O:7][C@@H:6]([CH3:8])[CH2:5][N:4]([CH2:9][C@:10]([OH:30])([CH3:29])[CH2:11][O:12][C:13]2[CH:14]=[CH:15][C:16]3[C:17]4[N:18]([CH2:26][CH2:27][N:28]=4)[C:19]([NH2:25])=[N:20][C:21]=3[C:22]=2[O:23][CH3:24])[CH2:3]1.[C:31](O)(=[O:38])[C:32]1[CH:37]=[CH:36][CH:35]=[N:34][CH:33]=1.C1CN([P+](ON2N=NC3C=CC=CC2=3)(N2CCCC2)N2CCCC2)CC1.F[P-](F)(F)(F)(F)F.C(N(C(C)C)CC)(C)C. The catalyst is CN(C=O)C.